Task: Predict the product of the given reaction.. Dataset: Forward reaction prediction with 1.9M reactions from USPTO patents (1976-2016) (1) Given the reactants [Br:1][C:2]1[CH:15]=[CH:14][C:13]2[N:12]([CH2:16][CH2:17][C:18]#[N:19])[C:11]3[C:6](=[CH:7][C:8]([Br:20])=[CH:9][CH:10]=3)[C:5]([CH3:22])([CH3:21])[C:4]=2[CH:3]=1.[N-:23]=[N+:24]=[N-:25].[Na+].[Cl-].[NH4+].Cl, predict the reaction product. The product is: [Br:20][C:8]1[CH:9]=[CH:10][C:11]2[N:12]([CH2:16][CH2:17][C:18]3[NH:25][N:24]=[N:23][N:19]=3)[C:13]3[C:4](=[CH:3][C:2]([Br:1])=[CH:15][CH:14]=3)[C:5]([CH3:22])([CH3:21])[C:6]=2[CH:7]=1. (2) Given the reactants [CH2:1]([N:5]1[CH:9]=[C:8](B2OC(C)(C)C(C)(C)O2)[CH:7]=[N:6]1)[CH:2]([CH3:4])[CH3:3].Br[C:20]1[O:24][C:23]([C:25]([NH:27][CH2:28][C:29]2[CH:34]=[CH:33][N:32]3[CH:35]=[CH:36][N:37]=[C:31]3[CH:30]=2)=[O:26])=[CH:22][CH:21]=1.Br[C:39]1C=CC(N)=CC=1, predict the reaction product. The product is: [CH3:39][C:2]([CH3:3])([CH3:4])[CH2:1][N:5]1[CH:9]=[C:8]([C:20]2[O:24][C:23]([C:25]([NH:27][CH2:28][C:29]3[CH:34]=[CH:33][N:32]4[CH:35]=[CH:36][N:37]=[C:31]4[CH:30]=3)=[O:26])=[CH:22][CH:21]=2)[CH:7]=[N:6]1. (3) Given the reactants [CH3:1][N:2]([CH2:4][C:5]1([C:11]2[CH:16]=[CH:15][C:14]([OH:17])=[CH:13][CH:12]=2)[CH2:10][CH2:9][O:8][CH2:7][CH2:6]1)[CH3:3].Cl[CH2:19][CH2:20][CH2:21][N:22]([CH2:26][CH3:27])[CH2:23][CH2:24][OH:25].C([O-])([O-])=O.[K+].[K+].N, predict the reaction product. The product is: [CH3:3][N:2]([CH2:4][C:5]1([C:11]2[CH:16]=[CH:15][C:14]([O:17][CH2:19][CH2:20][CH2:21][N:22]([CH2:26][CH3:27])[CH2:23][CH2:24][OH:25])=[CH:13][CH:12]=2)[CH2:6][CH2:7][O:8][CH2:9][CH2:10]1)[CH3:1]. (4) Given the reactants [CH2:1]([N:5]([CH2:8][CH2:9][CH2:10][CH3:11])[CH:6]=[O:7])[CH2:2][CH2:3][CH3:4].[CH3:12][N:13]([CH3:16])[CH:14]=[O:15].Cl.C(OCC)C, predict the reaction product. The product is: [CH2:1]([N:5]([CH2:8][CH2:9][CH2:10][CH3:11])[CH:6]=[O:7])[CH2:2][CH2:3][CH3:4].[CH3:12][N:13]([CH3:16])[CH:14]=[O:15]. (5) Given the reactants [F:1][C:2]1[C:7]([C:8]2[N:12]([S:13]([C:16]3[S:17][CH:18]=[CH:19][N:20]=3)(=[O:15])=[O:14])[CH:11]=[C:10]([CH2:21][N:22](C)[C:23](=O)OC(C)(C)C)[CH:9]=2)=[CH:6][CH:5]=[CH:4][N:3]=1.C(OCC)(=O)C.[ClH:37], predict the reaction product. The product is: [ClH:37].[F:1][C:2]1[C:7]([C:8]2[N:12]([S:13]([C:16]3[S:17][CH:18]=[CH:19][N:20]=3)(=[O:15])=[O:14])[CH:11]=[C:10]([CH2:21][NH:22][CH3:23])[CH:9]=2)=[CH:6][CH:5]=[CH:4][N:3]=1.